Dataset: Reaction yield outcomes from USPTO patents with 853,638 reactions. Task: Predict the reaction yield, written as a fraction of the theoretical maximum amount of product (1.0 means a 100% yield; for example, 0.34 means a 34% yield). (1) The reactants are [O:1]([CH2:8][CH2:9][CH2:10][C:11]([NH:13][C@@H:14]1[C:23]2[C:18](=[CH:19][CH:20]=[CH:21][CH:22]=2)[CH2:17][CH2:16][CH2:15]1)=O)[C:2]1[CH:7]=[CH:6][CH:5]=[CH:4][CH:3]=1. The catalyst is C1COCC1. The product is [O:1]([CH2:8][CH2:9][CH2:10][CH2:11][NH:13][C@@H:14]1[C:23]2[C:18](=[CH:19][CH:20]=[CH:21][CH:22]=2)[CH2:17][CH2:16][CH2:15]1)[C:2]1[CH:3]=[CH:4][CH:5]=[CH:6][CH:7]=1. The yield is 0.280. (2) The reactants are [NH2:1][C:2]1[CH:7]=[CH:6][C:5]([Br:8])=[CH:4][N:3]=1.[C:9](O[C:9]([O:11][C:12]([CH3:15])([CH3:14])[CH3:13])=[O:10])([O:11][C:12]([CH3:15])([CH3:14])[CH3:13])=[O:10]. The catalyst is C1COCC1. The product is [Br:8][C:5]1[CH:6]=[CH:7][C:2]([NH:1][C:9]([O:11][C:12]([CH3:15])([CH3:14])[CH3:13])=[O:10])=[N:3][CH:4]=1. The yield is 0.800. (3) The reactants are [NH:1]1[C:5]2[CH:6]=[CH:7][C:8]([NH2:10])=[CH:9][C:4]=2[N:3]=[N:2]1.[H-].[Na+].Cl[CH2:14][O:15][CH2:16][CH2:17][Si:18]([CH3:21])([CH3:20])[CH3:19]. The yield is 0.406. The catalyst is CN(C)C=O. The product is [CH3:19][Si:18]([CH3:21])([CH3:20])[CH2:17][CH2:16][O:15][CH2:14][N:1]1[C:5]2[CH:6]=[CH:7][C:8]([NH2:10])=[CH:9][C:4]=2[N:3]=[N:2]1. (4) The reactants are O.[SH-].[Na+].[CH3:4][C:5]1([CH3:14])[O:9][N:8]=[C:7]([S:10]([CH3:13])(=O)=O)[CH2:6]1.BrC[C:17]1[C:18]([C:29]([F:32])([F:31])[F:30])=[N:19][N:20]([C:23]2[CH:28]=[CH:27][CH:26]=[CH:25][CH:24]=2)[C:21]=1[F:22].O. The catalyst is CN(C)C=O. The product is [CH3:4][C:5]1([CH3:14])[O:9][N:8]=[C:7]([S:10][CH2:13][C:17]2[C:18]([C:29]([F:32])([F:31])[F:30])=[N:19][N:20]([C:23]3[CH:28]=[CH:27][CH:26]=[CH:25][CH:24]=3)[C:21]=2[F:22])[CH2:6]1. The yield is 0.374. (5) The reactants are [NH2:1][C:2]1[CH:16]=[CH:15][C:5]([CH2:6][P:7](=[O:14])([O:11][CH2:12][CH3:13])[O:8][CH2:9][CH3:10])=[CH:4][CH:3]=1.[CH3:17][C:18]1[C:22](/[CH:23]=[CH:24]/[C:25](O)=[O:26])=[C:21]([C:28]2[CH:33]=[CH:32][CH:31]=[CH:30][CH:29]=2)[O:20][N:19]=1.O.ON1C2C=CC=CC=2N=N1.Cl.C(N=C=NCCCN(C)C)C. The catalyst is O.CN(C)C=O. The product is [CH2:12]([O:11][P:7]([CH2:6][C:5]1[CH:4]=[CH:3][C:2]([NH:1][C:25](=[O:26])/[CH:24]=[CH:23]/[C:22]2[C:18]([CH3:17])=[N:19][O:20][C:21]=2[C:28]2[CH:29]=[CH:30][CH:31]=[CH:32][CH:33]=2)=[CH:16][CH:15]=1)([O:8][CH2:9][CH3:10])=[O:14])[CH3:13]. The yield is 0.830. (6) The reactants are Br[C:2]1[N:6](S(C2C=CC=CC=2)(=O)=O)[CH:5]=[C:4]([C:16]([O:18][CH3:19])=[O:17])[C:3]=1[CH2:20][CH2:21][CH3:22].[C:23]1(B(O)O)[CH:28]=[CH:27][CH:26]=[CH:25][CH:24]=1.C(=O)([O-])[O-].[Na+].[Na+]. The catalyst is C1C=CC([P]([Pd]([P](C2C=CC=CC=2)(C2C=CC=CC=2)C2C=CC=CC=2)([P](C2C=CC=CC=2)(C2C=CC=CC=2)C2C=CC=CC=2)[P](C2C=CC=CC=2)(C2C=CC=CC=2)C2C=CC=CC=2)(C2C=CC=CC=2)C2C=CC=CC=2)=CC=1. The product is [C:23]1([C:2]2[NH:6][CH:5]=[C:4]([C:16]([O:18][CH3:19])=[O:17])[C:3]=2[CH2:20][CH2:21][CH3:22])[CH:28]=[CH:27][CH:26]=[CH:25][CH:24]=1. The yield is 0.800. (7) The reactants are [S:1]1[CH:5]=[CH:4][CH:3]=[C:2]1NC.[S:8]1[CH2:14][C:12](=[O:13])[NH:11][C:9]1=S.[CH:15]([N:18](CC)C(C)C)(C)C. The catalyst is C(#N)C. The product is [S:1]1[CH:5]=[CH:4][CH:3]=[C:2]1[CH2:15][NH:18][C:9]1[S:8][CH2:14][C:12](=[O:13])[N:11]=1. The yield is 0.580. (8) The reactants are [NH:1]1[CH2:7][CH2:6][CH2:5][C@H:2]1[CH2:3][OH:4].[CH2:8]([CH:10]1O[CH2:11]1)[Cl:9]. No catalyst specified. The product is [Cl:9][CH2:8][C@@H:10]1[O:4][CH2:3][C@@H:2]2[CH2:5][CH2:6][CH2:7][N:1]2[CH2:11]1. The yield is 0.150. (9) The reactants are [F:1][C:2]([F:8])([F:7])[S:3]([OH:6])(=[O:5])=[O:4].[NH2:9][CH2:10][CH2:11][CH2:12][C:13]([OH:15])=O.[C:16]1([O:22][CH3:23])[CH:21]=[CH:20][CH:19]=[CH:18][CH:17]=1. The catalyst is O. The product is [F:1][C:2]([F:8])([F:7])[S:3]([OH:6])(=[O:5])=[O:4].[NH2:9][CH2:10][CH2:11][CH2:12][C:13]([C:19]1[CH:20]=[CH:21][C:16]([O:22][CH3:23])=[CH:17][CH:18]=1)=[O:15]. The yield is 0.780.